Dataset: Forward reaction prediction with 1.9M reactions from USPTO patents (1976-2016). Task: Predict the product of the given reaction. (1) Given the reactants [O:1]1[C:5]2([CH2:10][CH2:9][CH:8]([OH:11])[CH2:7][CH2:6]2)[O:4][CH2:3][CH2:2]1.[S:12](Cl)([C:15]1[CH:21]=[CH:20][C:18]([CH3:19])=[CH:17][CH:16]=1)(=[O:14])=[O:13], predict the reaction product. The product is: [O:1]1[C:5]2([CH2:10][CH2:9][CH:8]([O:11][S:12]([C:15]3[CH:21]=[CH:20][C:18]([CH3:19])=[CH:17][CH:16]=3)(=[O:14])=[O:13])[CH2:7][CH2:6]2)[O:4][CH2:3][CH2:2]1. (2) Given the reactants [NH2:1][C:2]1[CH:7]=[CH:6][C:5]([OH:8])=[CH:4][CH:3]=1.[C:9]1(=O)[O:14][C:12](=[O:13])[CH:11]=[CH:10]1, predict the reaction product. The product is: [OH:8][C:5]1[CH:6]=[CH:7][C:2]([N:1]2[C:12](=[O:13])[CH:11]=[CH:10][C:9]2=[O:14])=[CH:3][CH:4]=1. (3) Given the reactants [NH2:1][C:2]1[C:17]2[C:16](=[O:18])[C:15]([C:19]([O:21]CC)=[O:20])=[CH:14][N:7]3[CH2:8][C:9]4([CH2:13][CH2:12][CH2:11]4)[O:10][C:5]([C:6]=23)=[C:4]([F:24])[C:3]=1[F:25].[OH-].[Na+], predict the reaction product. The product is: [NH2:1][C:2]1[C:17]2[C:16](=[O:18])[C:15]([C:19]([OH:21])=[O:20])=[CH:14][N:7]3[CH2:8][C:9]4([CH2:13][CH2:12][CH2:11]4)[O:10][C:5]([C:6]=23)=[C:4]([F:24])[C:3]=1[F:25].